Dataset: Catalyst prediction with 721,799 reactions and 888 catalyst types from USPTO. Task: Predict which catalyst facilitates the given reaction. Reactant: [CH3:1][C:2]1[CH:11]=[CH:10][CH:9]=[C:8]2[C:3]=1[C:4](=[O:12])[CH2:5][CH2:6][S:7]2.[CH2:13]=[O:14].[C:15](=[O:18])([O-])[O-].[K+].[K+]. Product: [CH3:1][C:2]1[CH:11]=[CH:10][CH:9]=[C:8]2[C:3]=1[C:4](=[O:12])[C:5]([CH2:15][OH:18])([CH2:13][OH:14])[CH2:6][S:7]2. The catalyst class is: 24.